From a dataset of Reaction yield outcomes from USPTO patents with 853,638 reactions. Predict the reaction yield, written as a fraction of the theoretical maximum amount of product (1.0 means a 100% yield; for example, 0.34 means a 34% yield). The reactants are [C:1]([C:5]1[S:9][C:8]([C:10]([NH:12][CH:13]([C:18]2[CH:23]=[CH:22][C:21](B3OC(C)(C)C(C)(C)O3)=[CH:20][CH:19]=2)[C:14]([O:16]C)=[O:15])=[O:11])=[CH:7][CH:6]=1)([CH3:4])([CH3:3])[CH3:2].[Br:33][C:34]1[CH:35]=[N:36][C:37](I)=[N:38][CH:39]=1.C([O-])(O)=O.[Na+].CC(O)=O. The catalyst is C1COCC1.C(#N)C. The product is [Br:33][C:34]1[CH:35]=[N:36][C:37]([C:21]2[CH:20]=[CH:19][C:18]([CH:13]([NH:12][C:10]([C:8]3[S:9][C:5]([C:1]([CH3:3])([CH3:4])[CH3:2])=[CH:6][CH:7]=3)=[O:11])[C:14]([OH:16])=[O:15])=[CH:23][CH:22]=2)=[N:38][CH:39]=1. The yield is 0.460.